From a dataset of Full USPTO retrosynthesis dataset with 1.9M reactions from patents (1976-2016). Predict the reactants needed to synthesize the given product. (1) Given the product [CH2:27]([O:34][CH2:35][CH:36]1[CH:40]([CH2:41][N:42]2[CH:46]=[C:45]([C:14]3[CH:13]=[C:12]([CH3:25])[CH:11]=[C:10]([NH:9][C:5]4[N:4]=[C:3]([CH:2]([F:1])[F:26])[CH:8]=[CH:7][N:6]=4)[CH:15]=3)[CH:44]=[N:43]2)[O:39][C:38](=[O:48])[NH:37]1)[C:28]1[CH:33]=[CH:32][CH:31]=[CH:30][CH:29]=1, predict the reactants needed to synthesize it. The reactants are: [F:1][CH:2]([F:26])[C:3]1[CH:8]=[CH:7][N:6]=[C:5]([NH:9][C:10]2[CH:15]=[C:14](B3OC(C)(C)C(C)(C)O3)[CH:13]=[C:12]([CH3:25])[CH:11]=2)[N:4]=1.[CH2:27]([O:34][CH2:35][CH:36]1[CH:40]([CH2:41][N:42]2[CH:46]=[C:45](Br)[CH:44]=[N:43]2)[O:39][C:38](=[O:48])[NH:37]1)[C:28]1[CH:33]=[CH:32][CH:31]=[CH:30][CH:29]=1.[O-]P([O-])([O-])=O.[K+].[K+].[K+]. (2) Given the product [CH:15]([C:7]1[CH:8]=[CH:9][CH:10]=[C:11]([CH:12]([CH3:14])[CH3:13])[C:6]=1[NH:5][C:3](=[O:4])[CH2:2][NH:18][CH2:19][C:20]1([NH:26][C:27]2[CH:32]=[CH:31][CH:30]=[CH:29][CH:28]=2)[CH2:25][CH2:24][CH2:23][CH2:22][CH2:21]1)([CH3:17])[CH3:16], predict the reactants needed to synthesize it. The reactants are: Br[CH2:2][C:3]([NH:5][C:6]1[C:11]([CH:12]([CH3:14])[CH3:13])=[CH:10][CH:9]=[CH:8][C:7]=1[CH:15]([CH3:17])[CH3:16])=[O:4].[NH2:18][CH2:19][C:20]1([NH:26][C:27]2[CH:32]=[CH:31][CH:30]=[CH:29][CH:28]=2)[CH2:25][CH2:24][CH2:23][CH2:22][CH2:21]1.O. (3) Given the product [F:14][CH:2]([F:1])[O:3][C:4]1[CH:5]=[CH:6][C:7]([C:10]([OH:12])=[O:11])=[N:8][CH:9]=1, predict the reactants needed to synthesize it. The reactants are: [F:1][CH:2]([F:14])[O:3][C:4]1[CH:5]=[CH:6][C:7]([C:10]([O:12]C)=[O:11])=[N:8][CH:9]=1.[OH-].[Na+].Cl. (4) Given the product [F:26][C:23]1[CH:24]=[CH:25][C:20]([C@:13]2([CH2:16][CH2:17][CH2:18][OH:19])[O:12][C:11](=[O:27])[N:10]([C@H:8]([C:5]3[CH:6]=[CH:7][C:2]([C:29]4[N:30]=[N:31][C:32]([CH3:35])=[CH:33][CH:34]=4)=[CH:3][CH:4]=3)[CH3:9])[CH2:15][CH2:14]2)=[CH:21][CH:22]=1, predict the reactants needed to synthesize it. The reactants are: Br[C:2]1[CH:7]=[CH:6][C:5]([C@@H:8]([N:10]2[CH2:15][CH2:14][C@@:13]([C:20]3[CH:25]=[CH:24][C:23]([F:26])=[CH:22][CH:21]=3)([CH2:16][CH2:17][CH2:18][OH:19])[O:12][C:11]2=[O:27])[CH3:9])=[CH:4][CH:3]=1.Cl[C:29]1[N:30]=[N:31][C:32]([CH3:35])=[CH:33][CH:34]=1. (5) Given the product [C:1]([O:5][C:6](=[O:18])[NH:7][CH:8]([CH3:17])[CH2:9][C:10]1[CH:15]=[CH:14][CH:13]=[C:12]([N:32]=[C:19]([C:20]2[CH:25]=[CH:24][CH:23]=[CH:22][CH:21]=2)[C:26]2[CH:31]=[CH:30][CH:29]=[CH:28][CH:27]=2)[CH:11]=1)([CH3:4])([CH3:3])[CH3:2], predict the reactants needed to synthesize it. The reactants are: [C:1]([O:5][C:6](=[O:18])[NH:7][CH:8]([CH3:17])[CH2:9][C:10]1[CH:15]=[CH:14][CH:13]=[C:12](Br)[CH:11]=1)([CH3:4])([CH3:3])[CH3:2].[C:19](=[NH:32])([C:26]1[CH:31]=[CH:30][CH:29]=[CH:28][CH:27]=1)[C:20]1[CH:25]=[CH:24][CH:23]=[CH:22][CH:21]=1.CC(C)([O-])C.[Na+].C1(P(C2C(P(C3C=CC=CC=3)C3C=CC=CC=3)=C(C3C4C(=CC=CC=4)C=CC=3)C3C(C=2)=CC=CC=3)C2C=CC=CC=2)C=CC=CC=1.